From a dataset of Full USPTO retrosynthesis dataset with 1.9M reactions from patents (1976-2016). Predict the reactants needed to synthesize the given product. (1) Given the product [CH2:1]([N:8]1[C:16]2[C:11](=[CH:12][CH:13]=[CH:14][CH:15]=2)[C:10]([C:17]2[O:18][C:19]([C:22]([NH:29][OH:30])=[O:24])=[CH:20][CH:21]=2)=[N:9]1)[C:2]1[CH:7]=[CH:6][CH:5]=[CH:4][CH:3]=1, predict the reactants needed to synthesize it. The reactants are: [CH2:1]([N:8]1[C:16]2[C:11](=[CH:12][CH:13]=[CH:14][CH:15]=2)[C:10]([C:17]2[O:18][C:19]([C:22]([OH:24])=O)=[CH:20][CH:21]=2)=[N:9]1)[C:2]1[CH:7]=[CH:6][CH:5]=[CH:4][CH:3]=1.O=S(Cl)Cl.[NH2:29][OH:30].Cl.C([O-])([O-])=O.[K+].[K+]. (2) Given the product [Cl:6][C:7]1[N:17]=[CH:16][C:15]2[O:14][CH2:13][CH2:12][N:11]3[CH:18]=[C:19]([I:21])[N:20]=[C:10]3[C:9]=2[CH:8]=1, predict the reactants needed to synthesize it. The reactants are: C([Mg]Cl)(C)C.[Cl:6][C:7]1[N:17]=[CH:16][C:15]2[O:14][CH2:13][CH2:12][N:11]3[C:18](I)=[C:19]([I:21])[N:20]=[C:10]3[C:9]=2[CH:8]=1.[NH4+].[Cl-].